From a dataset of Retrosynthesis with 50K atom-mapped reactions and 10 reaction types from USPTO. Predict the reactants needed to synthesize the given product. Given the product CNCC1CCOCC1, predict the reactants needed to synthesize it. The reactants are: CN(CC1CCOCC1)C(=O)OC(C)(C)C.